Dataset: Catalyst prediction with 721,799 reactions and 888 catalyst types from USPTO. Task: Predict which catalyst facilitates the given reaction. Reactant: Cl[CH2:2][CH2:3][NH:4][C:5]([NH:7][CH:8]([C:12]1[CH:17]=[CH:16][CH:15]=[CH:14][CH:13]=1)[CH2:9][C:10]#[CH:11])=[O:6].C(=O)([O-])[O-].[Na+].[Na+]. Product: [NH3:4].[C:12]1([CH:8]([NH:7][C:5]2[O:6][CH2:2][CH2:3][N:4]=2)[CH2:9][C:10]#[CH:11])[CH:17]=[CH:16][CH:15]=[CH:14][CH:13]=1. The catalyst class is: 6.